This data is from Reaction yield outcomes from USPTO patents with 853,638 reactions. The task is: Predict the reaction yield, written as a fraction of the theoretical maximum amount of product (1.0 means a 100% yield; for example, 0.34 means a 34% yield). The reactants are [CH2:1]([N:3]1[C:11]2[C:6](=[CH:7][CH:8]=[C:9]([O:12][CH3:13])[CH:10]=2)[C:5]([C:14]([NH2:16])=O)=[CH:4]1)[CH3:2].COC1C=CC(P2(SP(C3C=CC(OC)=CC=3)(=S)S2)=[S:26])=CC=1. The catalyst is C1(C)C=CC=CC=1. The product is [CH2:1]([N:3]1[C:11]2[C:6](=[CH:7][CH:8]=[C:9]([O:12][CH3:13])[CH:10]=2)[C:5]([C:14](=[S:26])[NH2:16])=[CH:4]1)[CH3:2]. The yield is 0.710.